This data is from NCI-60 drug combinations with 297,098 pairs across 59 cell lines. The task is: Regression. Given two drug SMILES strings and cell line genomic features, predict the synergy score measuring deviation from expected non-interaction effect. (1) Drug 1: C1CC(=O)NC(=O)C1N2CC3=C(C2=O)C=CC=C3N. Drug 2: CN(CC1=CN=C2C(=N1)C(=NC(=N2)N)N)C3=CC=C(C=C3)C(=O)NC(CCC(=O)O)C(=O)O. Cell line: ACHN. Synergy scores: CSS=41.7, Synergy_ZIP=-2.22, Synergy_Bliss=-5.29, Synergy_Loewe=-35.3, Synergy_HSA=-3.83. (2) Drug 1: C1=NC2=C(N1)C(=S)N=C(N2)N. Drug 2: CC1=C(C(CCC1)(C)C)C=CC(=CC=CC(=CC(=O)O)C)C. Cell line: 786-0. Synergy scores: CSS=43.6, Synergy_ZIP=4.48, Synergy_Bliss=3.43, Synergy_Loewe=-1.38, Synergy_HSA=3.01. (3) Drug 1: C1CCC(C1)C(CC#N)N2C=C(C=N2)C3=C4C=CNC4=NC=N3. Drug 2: CN(C)N=NC1=C(NC=N1)C(=O)N. Cell line: DU-145. Synergy scores: CSS=5.12, Synergy_ZIP=-3.06, Synergy_Bliss=-0.883, Synergy_Loewe=-5.42, Synergy_HSA=-2.37. (4) Drug 1: C1=CC(=CC=C1C#N)C(C2=CC=C(C=C2)C#N)N3C=NC=N3. Drug 2: CC1=CC=C(C=C1)C2=CC(=NN2C3=CC=C(C=C3)S(=O)(=O)N)C(F)(F)F. Cell line: DU-145. Synergy scores: CSS=9.13, Synergy_ZIP=-2.39, Synergy_Bliss=-0.106, Synergy_Loewe=-3.10, Synergy_HSA=1.30.